Dataset: Reaction yield outcomes from USPTO patents with 853,638 reactions. Task: Predict the reaction yield, written as a fraction of the theoretical maximum amount of product (1.0 means a 100% yield; for example, 0.34 means a 34% yield). (1) The reactants are Br[C:2]1[CH:7]=[CH:6][C:5]([N:8]2[CH2:13][CH2:12][N:11]([CH2:14][C:15]([O:17][CH3:18])=[O:16])[CH2:10][CH2:9]2)=[CH:4][CH:3]=1.[B:19]1([B:19]2[O:23][C:22]([CH3:25])([CH3:24])[C:21]([CH3:27])([CH3:26])[O:20]2)[O:23][C:22]([CH3:25])([CH3:24])[C:21]([CH3:27])([CH3:26])[O:20]1.C([O-])(=O)C.[K+].ClCCl. The catalyst is O1CCOCC1. The product is [CH3:26][C:21]1([CH3:27])[C:22]([CH3:25])([CH3:24])[O:23][B:19]([C:2]2[CH:7]=[CH:6][C:5]([N:8]3[CH2:13][CH2:12][N:11]([CH2:14][C:15]([O:17][CH3:18])=[O:16])[CH2:10][CH2:9]3)=[CH:4][CH:3]=2)[O:20]1. The yield is 0.700. (2) The reactants are [Br:1][C:2]1[CH:3]=[C:4]2[C:9](=[CH:10][C:11]=1[Cl:12])[N:8]=[CH:7][N:6]=[C:5]2[C:13]1(C(OC)=O)[CH2:18][CH2:17][N:16]([C:19]([O:21][C:22]([CH3:25])([CH3:24])[CH3:23])=[O:20])[CH2:15][CH2:14]1.[Li+].[Cl-].O. The catalyst is CS(C)=O. The product is [Br:1][C:2]1[CH:3]=[C:4]2[C:9](=[CH:10][C:11]=1[Cl:12])[N:8]=[CH:7][N:6]=[C:5]2[CH:13]1[CH2:14][CH2:15][N:16]([C:19]([O:21][C:22]([CH3:25])([CH3:24])[CH3:23])=[O:20])[CH2:17][CH2:18]1. The yield is 0.330.